This data is from Forward reaction prediction with 1.9M reactions from USPTO patents (1976-2016). The task is: Predict the product of the given reaction. (1) The product is: [N:14]1([CH2:2][CH2:3][C:4]2[C:12]3[C:7](=[CH:8][CH:9]=[C:10]([F:13])[CH:11]=3)[NH:6][CH:5]=2)[CH:18]=[CH:17][CH:16]=[N:15]1. Given the reactants Br[CH2:2][CH2:3][C:4]1[C:12]2[C:7](=[CH:8][CH:9]=[C:10]([F:13])[CH:11]=2)[NH:6][CH:5]=1.[NH:14]1[CH:18]=[CH:17][CH:16]=[N:15]1.C(N(C(C)C)C(C)C)C, predict the reaction product. (2) The product is: [CH2:27]([Sn:18]([CH2:19][CH2:20][CH2:21][CH3:22])([CH2:23][CH2:24][CH2:25][CH3:26])[C:36]1[O:32][C:33]([C:14]2[O:13][C:12]([CH2:6][CH2:7][CH2:8][CH2:9][CH2:10][CH3:11])=[CH:16][CH:15]=2)=[CH:34][CH:35]=1)[CH2:28][CH2:29][CH3:30]. Given the reactants [Li]CCCC.[CH2:6]([C:12]1[O:13][C:14](I)=[CH:15][CH:16]=1)[CH2:7][CH2:8][CH2:9][CH2:10][CH3:11].[Sn:18](Cl)([CH2:27][CH2:28][CH2:29][CH3:30])([CH2:23][CH2:24][CH2:25][CH3:26])[CH2:19][CH2:20][CH2:21][CH3:22].[O:32]1[CH2:36][CH2:35][CH2:34][CH2:33]1, predict the reaction product. (3) Given the reactants Cl.C(OC(=O)[N:8]([C:12]1[CH:17]=[CH:16][CH:15]=[C:14]([NH:18][C:19](=[O:46])[CH2:20][N:21]2[N:27]=[C:26]([CH:28]3[CH2:33][CH2:32][CH2:31][CH2:30][CH2:29]3)[C:25]3[CH:34]=[CH:35][CH:36]=[CH:37][C:24]=3[N:23]([CH2:38][C:39](=[O:44])[C:40]([CH3:43])([CH3:42])[CH3:41])[C:22]2=[O:45])[CH:13]=1)[CH2:9][CH2:10][CH3:11])(C)(C)C, predict the reaction product. The product is: [CH:28]1([C:26]2[C:25]3[CH:34]=[CH:35][CH:36]=[CH:37][C:24]=3[N:23]([CH2:38][C:39](=[O:44])[C:40]([CH3:43])([CH3:42])[CH3:41])[C:22](=[O:45])[N:21]([CH2:20][C:19]([NH:18][C:14]3[CH:15]=[CH:16][CH:17]=[C:12]([NH:8][CH2:9][CH2:10][CH3:11])[CH:13]=3)=[O:46])[N:27]=2)[CH2:29][CH2:30][CH2:31][CH2:32][CH2:33]1. (4) Given the reactants [F:1][C:2]([F:24])([F:23])[C:3]1[CH:4]=[C:5]([C:13]2[NH:14][C:15](/[CH:18]=[CH:19]\[C:20]([OH:22])=O)=NN=2)[CH:6]=[C:7]([C:9]([F:12])([F:11])[F:10])[CH:8]=1.Cl.[F:26][C:27]1([F:31])[CH2:30][NH:29][CH2:28]1.[CH3:32][CH2:33][CH2:34]P(=O)=O.CCN(C(C)C)C(C)C, predict the reaction product. The product is: [F:10][C:9]([F:11])([F:12])[C:7]1[CH:6]=[C:5]([C:13]2[N:14]=[C:15](/[CH:18]=[CH:19]/[C:20]([N:29]3[CH2:30][C:27]([F:31])([F:26])[CH2:28]3)=[O:22])[CH:34]=[CH:33][CH:32]=2)[CH:4]=[C:3]([C:2]([F:1])([F:23])[F:24])[CH:8]=1.